Binary Classification. Given a drug SMILES string, predict its activity (active/inactive) in a high-throughput screening assay against a specified biological target. From a dataset of HIV replication inhibition screening data with 41,000+ compounds from the AIDS Antiviral Screen. (1) The molecule is CCOC(=O)N1C=NC23C(c4ccccc4)C(c4ccccc4)C12C(=O)N(C)C(=O)N3C. The result is 0 (inactive). (2) The drug is [Br-].c1ccc([P+](CCCCCC[P+](c2ccccc2)(c2ccccc2)c2ccccc2)(c2ccccc2)c2ccccc2)cc1. The result is 0 (inactive). (3) The drug is O=C(OCC(F)([N+](=O)[O-])[N+](=O)[O-])OCC(F)([N+](=O)[O-])[N+](=O)[O-]. The result is 0 (inactive). (4) The compound is Cn1c2c(c3nc(N)nc(N)c3c1=O)CCc1ccccc1-2. The result is 0 (inactive). (5) The drug is COC(=O)c1ccc(C=C2CCc3ccccc3C2=O)cc1. The result is 0 (inactive). (6) The drug is S=CN1CCCCC1. The result is 0 (inactive).